Predict the product of the given reaction. From a dataset of Forward reaction prediction with 1.9M reactions from USPTO patents (1976-2016). Given the reactants [F:1][C:2]([F:7])([F:6])[C:3]([OH:5])=[O:4].[F:8][C:9]([F:14])([F:13])[C:10]([OH:12])=[O:11].[F:15][C:16]([F:21])([F:20])[C:17]([OH:19])=[O:18].[Cl:22][C:23]1[CH:24]=[N:25][C:26]2[NH:27][C:28]3[CH:29]=[N:30][CH:31]=[C:32]([CH:53]=3)[CH2:33][CH2:34][C:35]3[CH:43]=[C:39]([NH:40][C:41]=1[N:42]=2)[CH:38]=[CH:37][C:36]=3[O:44][CH2:45][CH2:46][CH:47]1[CH2:52][CH2:51][NH:50][CH2:49][CH2:48]1.[N:54]([C:57]1[N:62]=[C:61]([N:63]2[CH2:68][CH2:67][O:66][CH2:65][CH2:64]2)[CH:60]=[CH:59][CH:58]=1)=[C:55]=[O:56], predict the reaction product. The product is: [F:1][C:2]([F:7])([F:6])[C:3]([OH:5])=[O:4].[F:8][C:9]([F:14])([F:13])[C:10]([OH:12])=[O:11].[F:15][C:16]([F:21])([F:20])[C:17]([OH:19])=[O:18].[Cl:22][C:23]1[CH:24]=[N:25][C:26]2[NH:27][C:28]3[CH:29]=[N:30][CH:31]=[C:32]([CH:53]=3)[CH2:33][CH2:34][C:35]3[CH:43]=[C:39]([NH:40][C:41]=1[N:42]=2)[CH:38]=[CH:37][C:36]=3[O:44][CH2:45][CH2:46][CH:47]1[CH2:48][CH2:49][N:50]([C:55]([NH:54][C:57]2[CH:58]=[CH:59][CH:60]=[C:61]([N:63]3[CH2:64][CH2:65][O:66][CH2:67][CH2:68]3)[N:62]=2)=[O:56])[CH2:51][CH2:52]1.